Task: Binary Classification. Given a drug SMILES string, predict its activity (active/inactive) in a high-throughput screening assay against a specified biological target.. Dataset: HIV replication inhibition screening data with 41,000+ compounds from the AIDS Antiviral Screen (1) The molecule is NNC(=S)NN=C(C(=O)Nc1ccc([N+](=O)[O-])cc1)c1nc2ccc([N+](=O)[O-])cc2nc1O. The result is 0 (inactive). (2) The result is 0 (inactive). The molecule is Cc1ccc([PH]2(c3ccc(C)cc3)CC[PH](c3ccccc3)(c3ccccc3)[Pt-2]23[PH](c2ccccc2)(c2ccccc2)CC[PH]3(c2ccc(C)cc2)c2ccc(C)cc2)cc1. (3) The compound is O=C(CCCN1CCC(n2c(=O)[nH]c3ccccc32)CC1)c1ccc(F)cc1. The result is 0 (inactive). (4) The molecule is CCOC(=O)C1=C(Nc2ccc(Br)cc2)OCC1=NNC(=O)c1ccccc1O. The result is 0 (inactive). (5) The compound is Nc1ccc(C(=O)N2CCCC2CO)c(N)c1. The result is 0 (inactive). (6) The compound is Cc1ccc(C=NNC2=NCCN2)s1. The result is 0 (inactive).